This data is from Reaction yield outcomes from USPTO patents with 853,638 reactions. The task is: Predict the reaction yield, written as a fraction of the theoretical maximum amount of product (1.0 means a 100% yield; for example, 0.34 means a 34% yield). (1) The reactants are [N:1]1[N:2]([C:6]2[CH:24]=[CH:23][CH:22]=[CH:21][C:7]=2[CH2:8][N:9]2[CH2:14][CH2:13][CH2:12][C:11]3([CH2:19][CH2:18][NH:17][CH2:16][CH2:15]3)[C:10]2=[O:20])[N:3]=[CH:4][CH:5]=1.C(N(C(C)C)CC)(C)C.Cl[C:35]1[CH:44]=[N:43][C:42]2[C:37](=[CH:38][CH:39]=[CH:40][CH:41]=2)[N:36]=1. The catalyst is C(#N)C. The product is [N:1]1[N:2]([C:6]2[CH:24]=[CH:23][CH:22]=[CH:21][C:7]=2[CH2:8][N:9]2[CH2:14][CH2:13][CH2:12][C:11]3([CH2:15][CH2:16][N:17]([C:35]4[CH:44]=[N:43][C:42]5[C:37](=[CH:38][CH:39]=[CH:40][CH:41]=5)[N:36]=4)[CH2:18][CH2:19]3)[C:10]2=[O:20])[N:3]=[CH:4][CH:5]=1. The yield is 0.650. (2) The reactants are [NH2:1][CH2:2][C:3]1[CH:4]=[C:5]2[C:9](=[C:10]([CH3:12])[CH:11]=1)[C:8](=[O:13])[N:7]([C:14](=O)[C:15]1[CH:20]=[CH:19][C:18]([O:21][C:22]([F:25])([F:24])[F:23])=[CH:17][CH:16]=1)[CH2:6]2.[C:27]([C:30]1[CH:35]=[CH:34][CH:33]=[CH:32][CH:31]=1)(=O)[CH3:28].[BH3-]C#N.[Na+].C(Cl)(Cl)Cl.CO. The catalyst is CCO. The product is [CH3:12][C:10]1[CH:11]=[C:3]([CH2:2][NH:1][CH:27]([C:30]2[CH:35]=[CH:34][CH:33]=[CH:32][CH:31]=2)[CH3:28])[CH:4]=[C:5]2[C:9]=1[C:8](=[O:13])[N:7]([CH2:14][C:15]1[CH:20]=[CH:19][C:18]([O:21][C:22]([F:25])([F:24])[F:23])=[CH:17][CH:16]=1)[CH2:6]2. The yield is 0.440. (3) The reactants are Cl[C:2]1[N:7]=[C:6]([NH:8][C:9]2[CH:14]=[CH:13][C:12]([N:15]3[CH2:20][CH2:19][O:18][CH2:17][CH2:16]3)=[CH:11][CH:10]=2)[CH:5]=[N:4][CH:3]=1.[NH:21]1[CH:25]=[CH:24][N:23]=[CH:22]1. No catalyst specified. The product is [N:21]1([C:2]2[N:7]=[C:6]([NH:8][C:9]3[CH:14]=[CH:13][C:12]([N:15]4[CH2:20][CH2:19][O:18][CH2:17][CH2:16]4)=[CH:11][CH:10]=3)[CH:5]=[N:4][CH:3]=2)[CH:25]=[CH:24][N:23]=[CH:22]1. The yield is 0.340. (4) The reactants are [NH:1]1[CH:8]=[CH:7][C:5](=[O:6])[NH:4][C:2]1=[O:3].[O-]P([O-])([O-])=O.[K+].[K+].[K+].C(C1C=CC=CC=1NC(=O)C1C=CC=CN=1)#N.[C:34]([C:38]1[CH:43]=[C:42](I)[CH:41]=[C:40]([I:45])[C:39]=1[O:46][CH3:47])([CH3:37])([CH3:36])[CH3:35]. The catalyst is CS(C)=O.[Cu]I.CC#N. The product is [C:34]([C:38]1[CH:43]=[C:42]([N:1]2[CH:8]=[CH:7][C:5](=[O:6])[NH:4][C:2]2=[O:3])[CH:41]=[C:40]([I:45])[C:39]=1[O:46][CH3:47])([CH3:37])([CH3:35])[CH3:36]. The yield is 0.700. (5) The reactants are [Br:1][C:2]1[C:3](F)=[C:4]2[C:10]([NH:11][C:12](=[O:17])[C@@H:13]([O:15][CH3:16])[CH3:14])=[CH:9][NH:8][C:5]2=[N:6][CH:7]=1.[NH:19]1[CH2:24][CH2:23][CH2:22][C@@H:21]([NH:25][C:26](=[O:32])[O:27][C:28]([CH3:31])([CH3:30])[CH3:29])[CH2:20]1. The catalyst is CCCCO. The product is [Br:1][C:2]1[C:3]([N:19]2[CH2:24][CH2:23][CH2:22][C@@H:21]([NH:25][C:26](=[O:32])[O:27][C:28]([CH3:30])([CH3:29])[CH3:31])[CH2:20]2)=[C:4]2[C:10]([NH:11][C:12](=[O:17])[C@@H:13]([O:15][CH3:16])[CH3:14])=[CH:9][NH:8][C:5]2=[N:6][CH:7]=1. The yield is 0.450. (6) The reactants are Cl.Cl.[NH2:3][C:4]1[CH:5]=[C:6]([CH:15]=[CH:16][CH:17]=1)[O:7][C:8]1[CH:9]=[CH:10][C:11]([NH2:14])=[N:12][CH:13]=1.[F:18][C:19]([F:30])([F:29])[C:20]1[CH:21]=[C:22]([CH:26]=[CH:27][CH:28]=1)[C:23](Cl)=[O:24]. The catalyst is CN(C)C(=O)C. The product is [NH2:14][C:11]1[N:12]=[CH:13][C:8]([O:7][C:6]2[CH:5]=[C:4]([NH:3][C:23](=[O:24])[C:22]3[CH:26]=[CH:27][CH:28]=[C:20]([C:19]([F:18])([F:29])[F:30])[CH:21]=3)[CH:17]=[CH:16][CH:15]=2)=[CH:9][CH:10]=1. The yield is 0.830. (7) The reactants are S(Cl)(Cl)=O.[Cl:5][C:6]1[C:14]([I:15])=[CH:13][C:12]([Cl:16])=[CH:11][C:7]=1[C:8]([OH:10])=[O:9].[CH3:17]O. No catalyst specified. The product is [Cl:5][C:6]1[C:14]([I:15])=[CH:13][C:12]([Cl:16])=[CH:11][C:7]=1[C:8]([O:10][CH3:17])=[O:9]. The yield is 0.800. (8) The reactants are [NH2:1][CH2:2][CH2:3][NH:4][C:5]1[O:6][C:7]2[C:27]([OH:28])=[C:26]([O:29][CH3:30])[CH:25]=[CH:24][C:8]=2[C:9]=1[C:10]([C:12]1[CH:17]=[C:16]([O:18][CH3:19])[C:15]([O:20][CH3:21])=[C:14]([O:22][CH3:23])[CH:13]=1)=[O:11].[F:31][C:32]([F:37])([F:36])[C:33]([OH:35])=[O:34]. No catalyst specified. The product is [F:31][C:32]([F:37])([F:36])[C:33]([OH:35])=[O:34].[NH2:1][CH2:2][CH2:3][NH:4][C:5]1[O:6][C:7]2[C:27]([OH:28])=[C:26]([O:29][CH3:30])[CH:25]=[CH:24][C:8]=2[C:9]=1[C:10]([C:12]1[CH:13]=[C:14]([O:22][CH3:23])[C:15]([O:20][CH3:21])=[C:16]([O:18][CH3:19])[CH:17]=1)=[O:11]. The yield is 0.420. (9) The reactants are [Cl:1][C:2]1[CH:3]=[C:4]2[C:9](=[CH:10][C:11]=1[Cl:12])[CH:8]=[N:7][C:6]([NH2:13])=[CH:5]2.[Cl:14][C:15]1[C:24]([Cl:25])=[CH:23][CH:22]=[C:21]2[C:16]=1[CH:17]=[C:18]([NH2:26])[N:19]=[CH:20]2.[C:27](N1C=CC=CC1=O)(N1C=CC=CC1=O)=[S:28]. The catalyst is ClCCl. The product is [Cl:1][C:2]1[CH:3]=[C:4]2[C:9](=[CH:10][C:11]=1[Cl:12])[CH:8]=[N:7][C:6]([N:13]=[C:27]=[S:28])=[CH:5]2.[Cl:14][C:15]1[C:24]([Cl:25])=[CH:23][CH:22]=[C:21]2[C:16]=1[CH:17]=[C:18]([N:26]=[C:27]=[S:28])[N:19]=[CH:20]2. The yield is 0.407. (10) The reactants are O1CCCCC1[O:7][C:8](=O)[CH2:9][CH2:10][C@H:11]([C@@H:13]1[C@:30]2([CH3:31])[C@H:16]([C@H:17]3[C@H:27]([CH2:28][CH2:29]2)[C@:25]2([CH3:26])[C:20]([CH2:21][C@@H:22]([O:32][CH:33]4[CH2:38][CH2:37][CH2:36][CH2:35][O:34]4)[CH2:23][CH2:24]2)=[CH:19][CH2:18]3)[CH2:15][CH2:14]1)[CH3:12].[H-].[H-].[H-].[H-].[Li+].[Al+3].[O-]S([O-])(=O)=O.[Na+].[Na+]. The catalyst is O1CCCC1. The product is [O:34]1[CH2:35][CH2:36][CH2:37][CH2:38][CH:33]1[O:32][C@H:22]1[CH2:23][CH2:24][C@@:25]2([CH3:26])[C:20](=[CH:19][CH2:18][C@@H:17]3[C@@H:27]2[CH2:28][CH2:29][C@@:30]2([CH3:31])[C@H:16]3[CH2:15][CH2:14][C@@H:13]2[C@H:11]([CH3:12])[CH2:10][CH2:9][CH2:8][OH:7])[CH2:21]1. The yield is 0.920.